This data is from Forward reaction prediction with 1.9M reactions from USPTO patents (1976-2016). The task is: Predict the product of the given reaction. (1) Given the reactants [NH2:1][C:2]1[CH:3]=[C:4]([N:8]2[CH2:12][CH:11]([C:13]3[CH:18]=[CH:17][C:16]([O:19][CH3:20])=[C:15]([O:21][CH:22]4[CH2:26][CH2:25][CH2:24][CH2:23]4)[CH:14]=3)[CH2:10][C:9]2=[O:27])[CH:5]=[CH:6][CH:7]=1.[O:28]1[CH2:32][CH2:31][CH:30]([CH2:33]C=O)[CH2:29]1.[BH-](OC(C)=O)(OC(C)=O)OC(C)=O.[Na+].CC(O)=O, predict the reaction product. The product is: [CH:22]1([O:21][C:15]2[CH:14]=[C:13]([CH:11]3[CH2:12][N:8]([C:4]4[CH:5]=[CH:6][CH:7]=[C:2]([NH:1][CH2:33][CH:30]5[CH2:31][CH2:32][O:28][CH2:29]5)[CH:3]=4)[C:9](=[O:27])[CH2:10]3)[CH:18]=[CH:17][C:16]=2[O:19][CH3:20])[CH2:26][CH2:25][CH2:24][CH2:23]1. (2) Given the reactants [CH2:1]([NH:3][C:4]1[CH:19]=[CH:18][C:7]([NH:8][C:9](=[O:17])[CH2:10][N:11]2[CH2:16][CH2:15][O:14][CH2:13][CH2:12]2)=[CH:6][C:5]=1[N+:20]([O-])=O)[CH3:2].C1(C)C=CC(S([O-])(=O)=O)=CC=1.[CH2:34]([N:41]1[C:45](=[O:46])[C:44](=[C:47]2[N:51]([CH3:52])[C:50]3[CH:53]=[CH:54][CH:55]=[CH:56][C:49]=3[S:48]2)[S:43][CH2+:42]1SC)[C:35]1[CH:40]=[CH:39][CH:38]=[CH:37][CH:36]=1, predict the reaction product. The product is: [CH2:34]([N:41]1[C:45](=[O:46])[C:44](=[C:47]2[N:51]([CH3:52])[C:50]3[CH:53]=[CH:54][CH:55]=[CH:56][C:49]=3[S:48]2)[S:43][C:42]1=[N:20][C:5]1[CH:6]=[C:7]([NH:8][C:9](=[O:17])[CH2:10][N:11]2[CH2:16][CH2:15][O:14][CH2:13][CH2:12]2)[CH:18]=[CH:19][C:4]=1[NH:3][CH2:1][CH3:2])[C:35]1[CH:36]=[CH:37][CH:38]=[CH:39][CH:40]=1. (3) Given the reactants [C:1]([O:5][C:6]([N:8]1[C:16]2[C:11](=[CH:12][CH:13]=[C:14]([Cl:17])[CH:15]=2)[CH:10]=[CH:9]1)=[O:7])([CH3:4])([CH3:3])[CH3:2].[B:18](OC(C)C)([O:23]C(C)C)[O:19]C(C)C.C(NC(C)C)(C)C.[Li].Cl, predict the reaction product. The product is: [C:1]([O:5][C:6]([N:8]1[C:16]2[C:11](=[CH:12][CH:13]=[C:14]([Cl:17])[CH:15]=2)[CH:10]=[C:9]1[B:18]([OH:23])[OH:19])=[O:7])([CH3:4])([CH3:2])[CH3:3]. (4) Given the reactants Br.[CH2:2]([N:9]1[CH2:14][CH2:13][CH:12]([N:15]([CH3:30])[C:16]([N:18]2[CH:22]=[C:21]([C:23]3[CH:28]=[CH:27][CH:26]=[C:25]([OH:29])[CH:24]=3)[N:20]=[CH:19]2)=[O:17])[CH2:11][CH2:10]1)[C:3]1[CH:8]=[CH:7][CH:6]=[CH:5][CH:4]=1.[S:31]([Cl:35])(=[O:34])(=[O:33])[NH2:32], predict the reaction product. The product is: [ClH:35].[S:31](=[O:34])(=[O:33])([O:29][C:25]1[CH:26]=[CH:27][CH:28]=[C:23]([C:21]2[N:20]=[CH:19][N:18]([C:16](=[O:17])[N:15]([CH:12]3[CH2:13][CH2:14][N:9]([CH2:2][C:3]4[CH:8]=[CH:7][CH:6]=[CH:5][CH:4]=4)[CH2:10][CH2:11]3)[CH3:30])[CH:22]=2)[CH:24]=1)[NH2:32]. (5) Given the reactants Cl[C:2]1[CH:7]=[C:6]([C:8]([F:11])([F:10])[F:9])[N:5]=[C:4]([C:12]2[CH:17]=[N:16][CH:15]=[CH:14][N:13]=2)[N:3]=1.[C:18]([C:21]1[CH:22]=[CH:23][C:24]([O:28][CH3:29])=[C:25]([CH:27]=1)[NH2:26])([OH:20])=[O:19], predict the reaction product. The product is: [C:18]([C:21]1[CH:22]=[CH:23][C:24]([O:28][CH3:29])=[C:25]([CH:27]=1)[NH:26][C:2]1[CH:7]=[C:6]([C:8]([F:11])([F:10])[F:9])[N:5]=[C:4]([C:12]2[CH:17]=[N:16][CH:15]=[CH:14][N:13]=2)[N:3]=1)([OH:20])=[O:19]. (6) The product is: [Cl:26][C:27]1[CH:32]=[CH:31][C:30]([CH2:33][C:34]([NH:1][C:2]2[C:15]3[C:6](=[CH:7][C:8]4[C:9]5[C:14]=3[C:13](=[O:16])[N:12]([CH2:17][CH2:18][N:19]([CH3:20])[CH3:21])[C:11](=[O:22])[C:10]=5[CH:23]=[CH:24][CH:25]=4)[CH:5]=[CH:4][CH:3]=2)=[O:35])=[CH:29][CH:28]=1. Given the reactants [NH2:1][C:2]1[C:15]2[C:6](=[CH:7][C:8]3[C:9]4[C:14]=2[C:13](=[O:16])[N:12]([CH2:17][CH2:18][N:19]([CH3:21])[CH3:20])[C:11](=[O:22])[C:10]=4[CH:23]=[CH:24][CH:25]=3)[CH:5]=[CH:4][CH:3]=1.[Cl:26][C:27]1[CH:32]=[CH:31][C:30]([CH2:33][C:34](Cl)=[O:35])=[CH:29][CH:28]=1, predict the reaction product. (7) Given the reactants [CH3:1][C:2]1([CH3:12])[C:11]2[C:6](=[CH:7][CH:8]=[CH:9][CH:10]=2)[O:5][CH2:4][CH2:3]1.CN(C)CCN(C)C.C([Li])CCC.[I:26]CI, predict the reaction product. The product is: [CH3:1][C:2]1([CH3:12])[C:11]2[C:6](=[C:7]([I:26])[CH:8]=[CH:9][CH:10]=2)[O:5][CH2:4][CH2:3]1. (8) The product is: [CH3:32][CH:31]([CH3:33])[CH2:30][C@H:26]([NH:25][C:23](=[O:24])[O:22][C:18]([CH3:21])([CH3:20])[CH3:19])[C:27]([NH:17][C:7]1[CH:8]=[CH:9][C:10]2[C:11]3[C:12](=[CH:13][N:14]=[CH:15][CH:16]=3)[CH:3]([CH3:2])[O:4][C:5]=2[CH:6]=1)=[O:28]. Given the reactants Cl.[CH3:2][CH:3]1[C:12]2=[CH:13][N:14]=[CH:15][CH:16]=[C:11]2[C:10]2[CH:9]=[CH:8][C:7]([NH2:17])=[CH:6][C:5]=2[O:4]1.[C:18]([O:22][C:23]([NH:25][C@@H:26]([CH2:30][CH:31]([CH3:33])[CH3:32])[C:27](O)=[O:28])=[O:24])([CH3:21])([CH3:20])[CH3:19].O=P(Cl)(Cl)Cl, predict the reaction product. (9) Given the reactants [O:1]1[CH:5]=[CH:4][N:3]=[CH:2]1.C([Li])CCC.[CH2:11]([N:15]([CH3:29])[C:16]([C:18]1[CH:19]=[C:20]([CH:25]=[C:26](I)[CH:27]=1)[C:21]([O:23][CH3:24])=[O:22])=[O:17])[CH2:12][CH2:13][CH3:14], predict the reaction product. The product is: [CH2:11]([N:15]([CH3:29])[C:16]([C:18]1[CH:19]=[C:20]([CH:25]=[C:26]([C:2]2[O:1][CH:5]=[CH:4][N:3]=2)[CH:27]=1)[C:21]([O:23][CH3:24])=[O:22])=[O:17])[CH2:12][CH2:13][CH3:14]. (10) Given the reactants [Br:1][C:2]1[C:3](F)=[C:4]2[C:10]([NH:11][C:12](=[O:17])[C@@H:13]([O:15][CH3:16])[CH3:14])=[CH:9][NH:8][C:5]2=[N:6][CH:7]=1.[NH:19]1[CH2:23][CH2:22][C@@H:21]([NH:24][C:25](=[O:31])[O:26][C:27]([CH3:30])([CH3:29])[CH3:28])[CH2:20]1.CCN(C(C)C)C(C)C, predict the reaction product. The product is: [Br:1][C:2]1[C:3]([N:19]2[CH2:23][CH2:22][C@@H:21]([NH:24][C:25](=[O:31])[O:26][C:27]([CH3:29])([CH3:28])[CH3:30])[CH2:20]2)=[C:4]2[C:10]([NH:11][C:12](=[O:17])[C@@H:13]([O:15][CH3:16])[CH3:14])=[CH:9][NH:8][C:5]2=[N:6][CH:7]=1.